This data is from Reaction yield outcomes from USPTO patents with 853,638 reactions. The task is: Predict the reaction yield, written as a fraction of the theoretical maximum amount of product (1.0 means a 100% yield; for example, 0.34 means a 34% yield). (1) The reactants are Br[C:2]1[C:10]([CH3:11])=[CH:9][C:5]([C:6]([OH:8])=[O:7])=[C:4]([F:12])[CH:3]=1.[Cl:13][C:14]1[C:15]([F:29])=[N:16][CH:17]=[C:18](B2OC(C)(C)C(C)(C)O2)[CH:19]=1.C([O-])([O-])=O.[Na+].[Na+]. The catalyst is O1CCOCC1.C1C=CC([P]([Pd]([P](C2C=CC=CC=2)(C2C=CC=CC=2)C2C=CC=CC=2)([P](C2C=CC=CC=2)(C2C=CC=CC=2)C2C=CC=CC=2)[P](C2C=CC=CC=2)(C2C=CC=CC=2)C2C=CC=CC=2)(C2C=CC=CC=2)C2C=CC=CC=2)=CC=1. The product is [Cl:13][C:14]1[CH:19]=[C:18]([C:2]2[C:10]([CH3:11])=[CH:9][C:5]([C:6]([OH:8])=[O:7])=[C:4]([F:12])[CH:3]=2)[CH:17]=[N:16][C:15]=1[F:29]. The yield is 0.380. (2) The reactants are Cl.[Cl:2][C:3]1[C:12]2[C:7](=[CH:8][C:9]([F:14])=[C:10]([I:13])[CH:11]=2)[N:6]=[CH:5][N:4]=1.O1CCOCC1.Cl.[CH2:22]([O:29][C:30]1[CH:36]=[CH:35][C:33]([NH2:34])=[CH:32][CH:31]=1)[C:23]1[CH:28]=[CH:27][CH:26]=[CH:25][CH:24]=1. The catalyst is ClCCl. The product is [ClH:2].[CH2:22]([O:29][C:30]1[CH:31]=[CH:32][C:33]([NH:34][C:3]2[C:12]3[C:7](=[CH:8][C:9]([F:14])=[C:10]([I:13])[CH:11]=3)[N:6]=[CH:5][N:4]=2)=[CH:35][CH:36]=1)[C:23]1[CH:24]=[CH:25][CH:26]=[CH:27][CH:28]=1. The yield is 0.790. (3) The reactants are C([O:4][CH2:5][CH2:6][CH2:7][CH2:8][CH2:9][O:10][C:11]1[CH:16]=[C:15]([C:17]2[CH:22]=[CH:21][CH:20]=[CH:19][CH:18]=2)[CH:14]=[C:13]([C:23]2[CH:28]=[CH:27][CH:26]=[CH:25][CH:24]=2)[N:12]=1)(=O)C.[OH-].[Na+]. The catalyst is CO. The product is [C:17]1([C:15]2[CH:14]=[C:13]([C:23]3[CH:24]=[CH:25][CH:26]=[CH:27][CH:28]=3)[N:12]=[C:11]([O:10][CH2:9][CH2:8][CH2:7][CH2:6][CH2:5][OH:4])[CH:16]=2)[CH:18]=[CH:19][CH:20]=[CH:21][CH:22]=1. The yield is 0.910. (4) The reactants are [CH3:1][Si:2]([C:5]#[C:6][C:7]1[CH:14]=[CH:13][C:10](C=O)=[CH:9][CH:8]=1)([CH3:4])[CH3:3].N1[CH:19]=[CH:18][CH:17]=[CH:16]1.CO.[C:22]12[CH:45]=[C:43]3[N:44]=[C:40]([CH:41]=[CH:42]3)[CH:39]=[C:37]3[NH:38][C:34]([CH:35]=[CH:36]3)=[CH:33][C:31]3=[N:32][C:28]([CH:29]=[CH:30]3)=[CH:27][C:25]([NH:26]1)=[CH:24][CH:23]=2. The catalyst is C(O)(=O)CC. The product is [CH3:1][Si:2]([C:16]#[C:17][C:18]1[CH:19]=[CH:8][C:7]([C:27]2[C:25]3[NH:26][C:22](=[CH:23][CH:24]=3)[C:45]([C:10]3[CH:13]=[CH:14][C:7]([C:6]#[C:5][Si:2]([CH3:3])([CH3:4])[CH3:1])=[CH:8][CH:9]=3)=[C:43]3[N:44]=[C:40]([CH:41]=[CH:42]3)[C:39]([C:10]3[CH:13]=[CH:14][C:7]([C:6]#[C:5][Si:2]([CH3:3])([CH3:4])[CH3:1])=[CH:8][CH:9]=3)=[C:37]3[NH:38][C:34]([CH:35]=[CH:36]3)=[C:33]([C:10]3[CH:9]=[CH:8][C:7]([C:6]#[C:5][Si:2]([CH3:1])([CH3:3])[CH3:4])=[CH:14][CH:13]=3)[C:31]3=[N:32][C:28]=2[CH:29]=[CH:30]3)=[CH:6][CH:5]=1)([CH3:4])[CH3:3]. The yield is 0.120. (5) The reactants are [OH:1][CH:2]1[CH2:7][CH2:6][CH:5]([O:8][C:9]2[CH:14]=[CH:13][C:12]([N:15]3[C:20](=[O:21])[C:19]([CH2:22][C:23]4[CH:28]=[CH:27][C:26]([C:29]5[CH:34]=[CH:33][CH:32]=[CH:31][C:30]=5[C:35]5[NH:39][C:38](=[O:40])[O:37][N:36]=5)=[CH:25][CH:24]=4)=[C:18]([CH2:41][CH2:42][CH3:43])[N:17]=[C:16]3[CH3:44])=[CH:11][CH:10]=2)[CH2:4][CH2:3]1.CC(OI1(OC(C)=O)(OC(C)=O)OC(=O)C2C1=CC=CC=2)=O.C(OCC)(=O)C.S([O-])([O-])(=O)=S.[Na+].[Na+]. The catalyst is C(Cl)Cl.O. The product is [CH3:44][C:16]1[N:15]([C:12]2[CH:11]=[CH:10][C:9]([O:8][CH:5]3[CH2:6][CH2:7][C:2](=[O:1])[CH2:3][CH2:4]3)=[CH:14][CH:13]=2)[C:20](=[O:21])[C:19]([CH2:22][C:23]2[CH:28]=[CH:27][C:26]([C:29]3[CH:34]=[CH:33][CH:32]=[CH:31][C:30]=3[C:35]3[NH:39][C:38](=[O:40])[O:37][N:36]=3)=[CH:25][CH:24]=2)=[C:18]([CH2:41][CH2:42][CH3:43])[N:17]=1. The yield is 0.790. (6) The reactants are [OH:1][C:2]1[CH:7]=[CH:6][CH:5]=[CH:4][C:3]=1[C:8]([F:11])([F:10])[F:9].F[C:13]1[CH:18]=[CH:17][C:16]([F:19])=[CH:15][C:14]=1[N+:20]([O-:22])=[O:21].[F:23][C:24]1[CH:25]=[CH:26][C:27]([O:31][C:32]2[CH:37]=[CH:36][CH:35]=[CH:34][C:33]=2[C:38]([F:41])([F:40])[F:39])=[C:28]([CH:30]=1)[NH2:29].[NH2:42][C:43]1[S:44][CH:45]=[CH:46][N:47]=1. No catalyst specified. The product is [F:19][C:16]1[CH:17]=[CH:18][C:13]([O:1][C:2]2[CH:7]=[CH:6][CH:5]=[CH:4][C:3]=2[C:8]([F:9])([F:10])[F:11])=[C:14]([N+:20]([O-:22])=[O:21])[CH:15]=1.[F:23][C:24]1[CH:25]=[CH:26][C:27]([O:31][C:32]2[CH:37]=[CH:36][CH:35]=[CH:34][C:33]=2[C:38]([F:39])([F:40])[F:41])=[C:28]([NH:29][C:2]([NH:42][C:43]2[S:44][CH:45]=[CH:46][N:47]=2)=[O:1])[CH:30]=1. The yield is 0.780. (7) The reactants are S(C1C=CC(C)=CC=1)(O)(=O)=O.[CH3:12][NH:13][CH2:14][CH2:15][CH2:16][CH2:17][CH:18]=[CH2:19].[C:20]([O:24][C:25]([N:27]1[CH2:31][C@@H:30]([O:32][C:33]2[C:42]3[C:37](=[C:38]([Cl:45])[C:39]([O:43][CH3:44])=[CH:40][CH:41]=3)[N:36]=[C:35]([N:46]3[CH:50]=[CH:49][C:48]([C:51]([F:54])([F:53])[F:52])=[N:47]3)[CH:34]=2)[CH2:29][C@H:28]1[C:55](O)=[O:56])=[O:26])([CH3:23])([CH3:22])[CH3:21].C(N(C)C([C@@H]1C[C@@H](O)CN1C(OC(C)(C)C)=O)=O)CCCC=C. No catalyst specified. The yield is 0.870. The product is [Cl:45][C:38]1[C:39]([O:43][CH3:44])=[CH:40][CH:41]=[C:42]2[C:37]=1[N:36]=[C:35]([N:46]1[CH:50]=[CH:49][C:48]([C:51]([F:54])([F:53])[F:52])=[N:47]1)[CH:34]=[C:33]2[O:32][C@@H:30]1[CH2:31][N:27]([C:25]([O:24][C:20]([CH3:21])([CH3:22])[CH3:23])=[O:26])[C@H:28]([C:55](=[O:56])[N:13]([CH2:14][CH2:15][CH2:16][CH2:17][CH:18]=[CH2:19])[CH3:12])[CH2:29]1. (8) The reactants are FC(F)(F)C(O)=O.[NH2:8][C:9]1[C:14]([CH:15]=[O:16])=[C:13]([N:17]2[CH2:22][CH2:21][NH:20][CH2:19][CH2:18]2)[N:12]=[CH:11][N:10]=1.[N+](C1C=CC([O:32][C:33](=O)[NH:34][C:35]2[CH:40]=[CH:39][C:38]([O:41][CH:42]([CH3:44])[CH3:43])=[CH:37][CH:36]=2)=CC=1)([O-])=O.CCN(C(C)C)C(C)C. The catalyst is CC#N. The product is [CH:42]([O:41][C:38]1[CH:39]=[CH:40][C:35]([NH:34][C:33]([N:20]2[CH2:19][CH2:18][N:17]([C:13]3[C:14]([CH:15]=[O:16])=[C:9]([NH2:8])[N:10]=[CH:11][N:12]=3)[CH2:22][CH2:21]2)=[O:32])=[CH:36][CH:37]=1)([CH3:44])[CH3:43]. The yield is 0.410. (9) The reactants are [F:1][C:2]1[CH:7]=[CH:6][C:5]([C@:8]2([CH2:31]C(OC)=O)[O:13][C:12](=[O:14])[N:11]([C@H:15]([C:17]3[CH:22]=[CH:21][C:20](C4C=CC(=O)N(C)C=4)=[CH:19][CH:18]=3)[CH3:16])[CH2:10][CH2:9]2)=[CH:4][CH:3]=1.C([Mg][Br:39])C.[CH2:40]1[CH2:44][O:43]C[CH2:41]1. The catalyst is C(O[Ti](OC(C)C)(OC(C)C)OC(C)C)(C)C. The product is [Br:39][C:20]1[CH:21]=[CH:22][C:17]([C@@H:15]([N:11]2[CH2:10][CH2:9][C@@:8]([C:5]3[CH:6]=[CH:7][C:2]([F:1])=[CH:3][CH:4]=3)([CH2:31][C:44]3([OH:43])[CH2:41][CH2:40]3)[O:13][C:12]2=[O:14])[CH3:16])=[CH:18][CH:19]=1. The yield is 0.0200. (10) The product is [N:1]1([NH2:16])[C:9]2[C:4](=[N:5][CH:6]=[CH:7][CH:8]=2)[CH:3]=[CH:2]1. The reactants are [NH:1]1[C:9]2[C:4](=[N:5][CH:6]=[CH:7][CH:8]=2)[CH:3]=[CH:2]1.CC(C)([O-])C.[K+].[NH2:16]Cl. The yield is 0.620. The catalyst is CN(C=O)C.CCOCC.